From a dataset of Forward reaction prediction with 1.9M reactions from USPTO patents (1976-2016). Predict the product of the given reaction. Given the reactants C(OC(N1CC[N:11]([CH2:14][C:15]2[C:16](=[O:40])[N:17]([CH2:30][CH2:31][CH2:32][C:33]3[CH:38]=[CH:37][C:36]([F:39])=[CH:35][CH:34]=3)[N:18]=[C:19]([C:21]3[CH:26]=[CH:25][C:24]([O:27][CH3:28])=[C:23]([F:29])[CH:22]=3)[CH:20]=2)CC1)=O)(C)(C)C.FC1C=C(C2C=C(COS(C)(=O)=O)C(=O)N(CCCC3C=CC(F)=CC=3)N=2)C=CC=1OC, predict the reaction product. The product is: [NH2:11][CH2:14][C:15]1[C:16](=[O:40])[N:17]([CH2:30][CH2:31][CH2:32][C:33]2[CH:38]=[CH:37][C:36]([F:39])=[CH:35][CH:34]=2)[N:18]=[C:19]([C:21]2[CH:26]=[CH:25][C:24]([O:27][CH3:28])=[C:23]([F:29])[CH:22]=2)[CH:20]=1.